From a dataset of Catalyst prediction with 721,799 reactions and 888 catalyst types from USPTO. Predict which catalyst facilitates the given reaction. (1) Reactant: [C:1]1(=[O:6])[CH2:5][CH2:4][CH:3]=[CH:2]1.[CH2:7]([O:9][C:10]([O:12][CH2:13][CH3:14])=[CH2:11])[CH3:8]. Product: [CH2:7]([O:9][C:10]1([O:12][CH2:13][CH3:14])[CH2:11][CH:5]2[CH:4]1[CH2:3][CH2:2][C:1]2=[O:6])[CH3:8]. The catalyst class is: 605. (2) Reactant: Br.[N:2]1([C:8]([NH2:10])=[NH:9])[CH2:7][CH2:6][O:5][CH2:4][CH2:3]1.[C:11]([O:15][C:16]([N:18]1[CH2:23][CH2:22][CH:21]([C:24](=O)[CH2:25][C:26](OCC)=[O:27])[CH2:20][CH2:19]1)=[O:17])([CH3:14])([CH3:13])[CH3:12].[N+](=C1CCCCCCCCCC1C1CCCCCCCCCC1)=[N-]. Product: [C:11]([O:15][C:16]([N:18]1[CH2:19][CH2:20][CH:21]([C:24]2[CH:25]=[C:26]([OH:27])[N:10]=[C:8]([N:2]3[CH2:7][CH2:6][O:5][CH2:4][CH2:3]3)[N:9]=2)[CH2:22][CH2:23]1)=[O:17])([CH3:14])([CH3:13])[CH3:12]. The catalyst class is: 8. (3) Reactant: [C:1]([C:5]1[CH:6]=[C:7]2[C:11](=[CH:12][CH:13]=1)[C:10](=[O:14])[N:9]([C:15]1[C:16]([CH3:48])=[C:17]([C:21]3[CH:33]=[CH:32][C:31]([C:34](=[O:36])[NH2:35])=[C:30]4[C:22]=3[C:23]3[CH:24]=[CH:25][C:26]([NH:37]C(=O)OCC5C=CC=CC=5)=[CH:27][C:28]=3[NH:29]4)[CH:18]=[CH:19][CH:20]=1)[CH2:8]2)([CH3:4])([CH3:3])[CH3:2].Br. Product: [NH2:37][C:26]1[CH:27]=[C:28]2[C:23]([C:22]3[C:21]([C:17]4[CH:18]=[CH:19][CH:20]=[C:15]([N:9]5[CH2:8][C:7]6[C:11](=[CH:12][CH:13]=[C:5]([C:1]([CH3:2])([CH3:3])[CH3:4])[CH:6]=6)[C:10]5=[O:14])[C:16]=4[CH3:48])=[CH:33][CH:32]=[C:31]([C:34]([NH2:35])=[O:36])[C:30]=3[NH:29]2)=[CH:24][CH:25]=1. The catalyst class is: 2. (4) Reactant: [C:1]([O:5][C:6]([N:8]1[CH2:12][C@H:11]([CH2:13][N:14]([C:23]2[CH:28]=[CH:27][C:26]([Cl:29])=[CH:25][CH:24]=2)[CH2:15][C:16]2[CH:21]=[CH:20][CH:19]=[CH:18][C:17]=2[OH:22])[C@@H:10]([CH2:30][C:31]2[CH:36]=[CH:35][CH:34]=[CH:33][CH:32]=2)[CH2:9]1)=[O:7])([CH3:4])([CH3:3])[CH3:2].Br[CH2:38][CH2:39][CH2:40][O:41][CH3:42].C([O-])([O-])=O.[K+].[K+].CCOC(C)=O. Product: [C:1]([O:5][C:6]([N:8]1[CH2:12][C@H:11]([CH2:13][N:14]([C:23]2[CH:24]=[CH:25][C:26]([Cl:29])=[CH:27][CH:28]=2)[CH2:15][C:16]2[CH:21]=[CH:20][CH:19]=[CH:18][C:17]=2[O:22][CH2:38][CH2:39][CH2:40][O:41][CH3:42])[C@@H:10]([CH2:30][C:31]2[CH:36]=[CH:35][CH:34]=[CH:33][CH:32]=2)[CH2:9]1)=[O:7])([CH3:4])([CH3:2])[CH3:3]. The catalyst class is: 3. (5) Reactant: Cl[C:2]1[C:11]2[C:6](=[CH:7][CH:8]=[C:9]([C:12]([N:14]3[CH2:17][CH:16]([O:18][CH3:19])[CH2:15]3)=[O:13])[CH:10]=2)[CH:5]=[N:4][CH:3]=1.[CH3:20][N:21]1[C:30]2[C:25](=[CH:26][C:27](B3OC(C)(C)C(C)(C)O3)=[CH:28][CH:29]=2)[CH2:24][CH2:23][C:22]1=[O:40].C(=O)([O-])[O-].[Na+].[Na+].C(#N)C. Product: [CH3:19][O:18][CH:16]1[CH2:17][N:14]([C:12]([C:9]2[CH:10]=[C:11]3[C:6](=[CH:7][CH:8]=2)[CH:5]=[N:4][CH:3]=[C:2]3[C:27]2[CH:26]=[C:25]3[C:30](=[CH:29][CH:28]=2)[N:21]([CH3:20])[C:22](=[O:40])[CH2:23][CH2:24]3)=[O:13])[CH2:15]1. The catalyst class is: 263.